Dataset: Full USPTO retrosynthesis dataset with 1.9M reactions from patents (1976-2016). Task: Predict the reactants needed to synthesize the given product. (1) Given the product [C:7]1([C:1]2[CH:2]=[CH:3][CH:4]=[CH:5][CH:6]=2)[CH:8]=[CH:9][C:10]([O:13][CH2:24][C:20]2[N:19]=[C:18]([C:16]([OH:17])=[O:15])[CH:23]=[CH:22][CH:21]=2)=[CH:11][CH:12]=1, predict the reactants needed to synthesize it. The reactants are: [C:1]1([C:7]2[CH:12]=[CH:11][C:10]([OH:13])=[CH:9][CH:8]=2)[CH:6]=[CH:5][CH:4]=[CH:3][CH:2]=1.C[O:15][C:16]([C:18]1[CH:23]=[CH:22][CH:21]=[C:20]([CH2:24]Br)[N:19]=1)=[O:17]. (2) Given the product [Cl:13][C:2]1[C:7]([CH3:6])=[C:27]([Cl:30])[CH:5]=[C:4]([CH3:10])[N:3]=1, predict the reactants needed to synthesize it. The reactants are: O[C:2]1[C:7](C)=[C:6](O)[CH:5]=[C:4]([CH3:10])[N:3]=1.O=P(Cl)(Cl)[Cl:13].C(N(CC)C1C=CC=CC=1)C.[CH:27]([Cl:30])(Cl)Cl. (3) Given the product [CH3:19][Si:18]([C:17]#[C:16][C:10]1[C:9]([O:8][CH2:7][C:6]([O:5][C:1]([CH3:4])([CH3:3])[CH3:2])=[O:22])=[CH:14][CH:13]=[C:12]([CH3:11])[N:33]=1)([CH3:21])[CH3:20], predict the reactants needed to synthesize it. The reactants are: [C:1]([O:5][C:6](=[O:22])[CH2:7][O:8][C:9]1[CH:14]=[CH:13][C:12](Cl)=[CH:11][C:10]=1[C:16]#[C:17][Si:18]([CH3:21])([CH3:20])[CH3:19])([CH3:4])([CH3:3])[CH3:2].C(OC(=O)COC1C(Br)=[N:33]C(C)=CC=1)(C)(C)C. (4) Given the product [Cl:1][C:2]1[CH:7]=[CH:6][CH:5]=[CH:4][C:3]=1[C:8](=[O:19])[C:9](=[CH:15][NH:16][C:18]1[CH:25]=[CH:26][C:27]([F:28])=[C:21]([Cl:20])[CH:22]=1)[C:10]([O:12][CH2:13][CH3:14])=[O:11], predict the reactants needed to synthesize it. The reactants are: [Cl:1][C:2]1[CH:7]=[CH:6][CH:5]=[CH:4][C:3]=1[C:8](=[O:19])[C:9](=[CH:15][N:16]([CH3:18])C)[C:10]([O:12][CH2:13][CH3:14])=[O:11].[Cl:20][C:21]1[CH:22]=C([CH:25]=[CH:26][C:27]=1[F:28])N.